This data is from Catalyst prediction with 721,799 reactions and 888 catalyst types from USPTO. The task is: Predict which catalyst facilitates the given reaction. (1) Reactant: [CH:1]([C:3]1[CH:8]=[CH:7][C:6]2[NH:9][C:10]3[C:22]4[N:21]([C@@H:23]5[O:38][C@H:37]([CH2:39][O:40]C(=O)C)[C@@H:34]([O:35][CH3:36])[C@H:29]([O:30]C(=O)C)[C@H:24]5[O:25]C(=O)C)[C:20]5[C:15](=[CH:16][C:17]([CH:44]=[O:45])=[CH:18][CH:19]=5)[C:14]=4[C:13]4[C:46](=[O:50])[NH:47][C:48](=[O:49])[C:12]=4[C:11]=3[C:5]=2[CH:4]=1)=[O:2].[NH4+].[OH-]. Product: [CH:1]([C:3]1[CH:8]=[CH:7][C:6]2[NH:9][C:10]3[C:22]4[N:21]([C@@H:23]5[O:38][C@H:37]([CH2:39][OH:40])[C@@H:34]([O:35][CH3:36])[C@H:29]([OH:30])[C@H:24]5[OH:25])[C:20]5[C:15](=[CH:16][C:17]([CH:44]=[O:45])=[CH:18][CH:19]=5)[C:14]=4[C:13]4[C:46](=[O:50])[NH:47][C:48](=[O:49])[C:12]=4[C:11]=3[C:5]=2[CH:4]=1)=[O:2]. The catalyst class is: 5. (2) Reactant: [OH:1][C:2]1[C:14]2[C:13]3[C:8](=[CH:9][C:10]([CH:15]=[O:16])=[CH:11][CH:12]=3)[C:7](=[O:17])[C:6]=2[CH:5]=[CH:4][CH:3]=1.C(O[BH-](OC(=O)C)OC(=O)C)(=O)C.[Na+]. Product: [OH:1][C:2]1[C:14]2[C:13]3[C:8](=[CH:9][C:10]([CH2:15][OH:16])=[CH:11][CH:12]=3)[C:7](=[O:17])[C:6]=2[CH:5]=[CH:4][CH:3]=1. The catalyst class is: 1. (3) Reactant: [CH3:1][Mg+].[Br-].[F:4][C:5]1[CH:6]=[N:7][CH:8]=[CH:9][C:10]=1[C:11](N(C)OC)=[O:12]. Product: [F:4][C:5]1[CH:6]=[N:7][CH:8]=[CH:9][C:10]=1[C:11](=[O:12])[CH3:1]. The catalyst class is: 1.